Dataset: Forward reaction prediction with 1.9M reactions from USPTO patents (1976-2016). Task: Predict the product of the given reaction. (1) Given the reactants [C:1]([O:5][C:6](=[O:25])[NH:7][C:8]1[CH:13]=[C:12]([O:14][CH2:15][C:16]([F:19])([F:18])[F:17])[C:11]([C:20]([F:23])([F:22])[F:21])=[CH:10][C:9]=1[NH2:24])([CH3:4])([CH3:3])[CH3:2].C([O:30][C:31](=O)[CH2:32][C:33]([C:35]1[CH:40]=[CH:39][CH:38]=[C:37]([C:41]2[CH:46]=[C:45]([CH2:47][O:48][CH:49]3[CH2:54][CH2:53][CH2:52][CH2:51][O:50]3)[N:44]=[C:43]([CH3:55])[CH:42]=2)[CH:36]=1)=[O:34])(C)(C)C, predict the reaction product. The product is: [C:1]([O:5][C:6](=[O:25])[NH:7][C:8]1[CH:13]=[C:12]([O:14][CH2:15][C:16]([F:18])([F:17])[F:19])[C:11]([C:20]([F:22])([F:23])[F:21])=[CH:10][C:9]=1[NH:24][C:31](=[O:30])[CH2:32][C:33]([C:35]1[CH:40]=[CH:39][CH:38]=[C:37]([C:41]2[CH:46]=[C:45]([CH2:47][O:48][CH:49]3[CH2:54][CH2:53][CH2:52][CH2:51][O:50]3)[N:44]=[C:43]([CH3:55])[CH:42]=2)[CH:36]=1)=[O:34])([CH3:4])([CH3:2])[CH3:3]. (2) Given the reactants [Br:1][C:2]1[C:3]([C:7]2[CH:12]=[CH:11][C:10]([F:13])=[CH:9][CH:8]=2)=[N:4][NH:5][CH:6]=1.[H-].[Na+].I[CH2:17][CH3:18].[C:19](O)(=O)[CH3:20], predict the reaction product. The product is: [Br:1][C:2]1[C:3]([C:7]2[CH:8]=[CH:9][C:10]([F:13])=[CH:11][CH:12]=2)=[N:4][N:5]([CH2:17][CH3:18])[CH:6]=1.[Br:1][C:2]1[CH:6]=[N:5][N:4]([CH2:19][CH3:20])[C:3]=1[C:7]1[CH:8]=[CH:9][C:10]([F:13])=[CH:11][CH:12]=1.